From a dataset of Catalyst prediction with 721,799 reactions and 888 catalyst types from USPTO. Predict which catalyst facilitates the given reaction. (1) Reactant: [Cl:1][C:2]1[C:7]([Cl:8])=[CH:6][CH:5]=[CH:4][C:3]=1[S:9]([NH:12][C:13]1[C:18]([O:19][CH3:20])=[N:17][C:16]([Cl:21])=[CH:15][N:14]=1)(=[O:11])=[O:10].C(N(C(C)C)CC)(C)C.[CH3:31][Si:32]([CH3:39])([CH3:38])[CH2:33][CH2:34][O:35][CH2:36]Cl. Product: [Cl:1][C:2]1[C:7]([Cl:8])=[CH:6][CH:5]=[CH:4][C:3]=1[S:9]([N:12]([C:13]1[C:18]([O:19][CH3:20])=[N:17][C:16]([Cl:21])=[CH:15][N:14]=1)[CH2:36][O:35][CH2:34][CH2:33][Si:32]([CH3:39])([CH3:38])[CH3:31])(=[O:10])=[O:11]. The catalyst class is: 4. (2) Reactant: [CH2:1]([NH:8][CH2:9][C@@H:10]([C:12]1[CH:23]=[CH:22][C:15]2[O:16][C:17]([CH3:21])([CH3:20])[O:18][CH2:19][C:14]=2[CH:13]=1)[OH:11])[C:2]1[CH:7]=[CH:6][CH:5]=[CH:4][CH:3]=1.Br[CH2:25][CH2:26][CH2:27][CH2:28][CH2:29][CH2:30][CH2:31][O:32][CH2:33][CH2:34][CH2:35][C:36]1[CH:37]=[C:38]([S:42]([NH2:45])(=[O:44])=[O:43])[CH:39]=[CH:40][CH:41]=1.C(N(CC)C(C)C)(C)C.C(#N)C. Product: [CH2:1]([N:8]([CH2:9][C@@H:10]([C:12]1[CH:23]=[CH:22][C:15]2[O:16][C:17]([CH3:20])([CH3:21])[O:18][CH2:19][C:14]=2[CH:13]=1)[OH:11])[CH2:25][CH2:26][CH2:27][CH2:28][CH2:29][CH2:30][CH2:31][O:32][CH2:33][CH2:34][CH2:35][C:36]1[CH:37]=[C:38]([S:42]([NH2:45])(=[O:44])=[O:43])[CH:39]=[CH:40][CH:41]=1)[C:2]1[CH:3]=[CH:4][CH:5]=[CH:6][CH:7]=1. The catalyst class is: 581. (3) The catalyst class is: 5. Product: [F:7][C:8]1[CH:13]=[CH:12][C:11]([C@H:14]2[CH2:19][C:18]([O:22][CH3:23])([O:20][CH3:21])[CH2:17][CH2:16][NH:15]2)=[C:10]([CH3:24])[CH:9]=1. Reactant: C(OCC)(=O)C.[F:7][C:8]1[CH:13]=[CH:12][C:11]([CH:14]2[CH2:19][C:18]([O:22][CH3:23])([O:20][CH3:21])[CH2:17][CH2:16][NH:15]2)=[C:10]([CH3:24])[CH:9]=1. (4) Reactant: [Cl:1][C:2]1[C:3](=O)[O:4][C:5](=[O:8])[C:6]=1[CH3:7].[CH3:10][C:11]([C:16]1[N:20]([CH3:21])[N:19]=[C:18]([NH2:22])[CH:17]=1)([CH3:15])[CH2:12][CH:13]=[CH2:14].C(OCC)(=O)C.C(=O)([O-])O.[Na+]. Product: [Cl:1][C:2]1[C:3](=[O:4])[N:22]([C:18]2[CH:17]=[C:16]([C:11]([CH3:15])([CH3:10])[CH2:12][CH:13]=[CH2:14])[N:20]([CH3:21])[N:19]=2)[C:5](=[O:8])[C:6]=1[CH3:7]. The catalyst class is: 743. (5) Reactant: [CH3:1][O:2][C:3]1[CH:28]=[CH:27][C:6]([C:7]([NH:9][C:10]2[S:14][C:13]([NH:15][C:16]3[CH:21]=[CH:20][N:19]=[CH:18][CH:17]=3)=[N:12][C:11]=2[C:22]([O:24]CC)=O)=[O:8])=[CH:5][CH:4]=1.[NH3:29]. Product: [CH3:1][O:2][C:3]1[CH:4]=[CH:5][C:6]([C:7]([NH:9][C:10]2[S:14][C:13]([NH:15][C:16]3[CH:21]=[CH:20][N:19]=[CH:18][CH:17]=3)=[N:12][C:11]=2[C:22]([NH2:29])=[O:24])=[O:8])=[CH:27][CH:28]=1. The catalyst class is: 36. (6) Reactant: [CH3:1][CH:2]1[CH2:6][CH2:5][CH2:4][N:3]1[CH2:7][CH:8]1[CH2:13][CH2:12][N:11]([C:14](=[C:17]([C:20]#[N:21])[C:18]#[N:19])SC)[CH2:10][CH2:9]1.[NH2:22][CH2:23][CH2:24][N:25]1[CH2:29][CH2:28][CH2:27][C@H:26]1[CH3:30]. Product: [CH3:30][C@@H:26]1[CH2:27][CH2:28][CH2:29][N:25]1[CH2:24][CH2:23][NH:22][C:14](=[C:17]([C:20]#[N:21])[C:18]#[N:19])[N:11]1[CH2:12][CH2:13][CH:8]([CH2:7][N:3]2[CH2:4][CH2:5][CH2:6][CH:2]2[CH3:1])[CH2:9][CH2:10]1. The catalyst class is: 823. (7) Reactant: Br[C:2]1[CH:7]=[CH:6][C:5]([CH3:8])=[CH:4][C:3]=1[F:9].[C:10]([Cu])#[N:11].N.C(OCC)C. Product: [F:9][C:3]1[CH:4]=[C:5]([CH3:8])[CH:6]=[CH:7][C:2]=1[C:10]#[N:11]. The catalyst class is: 3.